The task is: Predict the product of the given reaction.. This data is from Forward reaction prediction with 1.9M reactions from USPTO patents (1976-2016). The product is: [ClH:59].[Br:1][C:2]1[CH:3]=[C:4]([CH2:14][N:15]2[C:19]([CH3:20])=[CH:18][C:17]([C:21]([NH:23][C:24]3[CH:29]=[CH:28][C:27]([CH2:30][N:32]4[CH2:37][CH2:36][CH:35]([OH:38])[CH2:34][CH2:33]4)=[CH:26][CH:25]=3)=[O:22])=[N:16]2)[C:5]2[O:9][C:8]([CH:10]([CH3:11])[CH3:12])=[CH:7][C:6]=2[CH:13]=1. Given the reactants [Br:1][C:2]1[CH:3]=[C:4]([CH2:14][N:15]2[C:19]([CH3:20])=[CH:18][C:17]([C:21]([NH:23][C:24]3[CH:29]=[CH:28][C:27]([CH:30]=O)=[CH:26][CH:25]=3)=[O:22])=[N:16]2)[C:5]2[O:9][C:8]([CH:10]([CH3:12])[CH3:11])=[CH:7][C:6]=2[CH:13]=1.[NH:32]1[CH2:37][CH2:36][CH:35]([OH:38])[CH2:34][CH2:33]1.C(O[BH-](OC(=O)C)OC(=O)C)(=O)C.[Na+].CCOC(C)=O.[Cl-:59].[Na+].O, predict the reaction product.